Dataset: NCI-60 drug combinations with 297,098 pairs across 59 cell lines. Task: Regression. Given two drug SMILES strings and cell line genomic features, predict the synergy score measuring deviation from expected non-interaction effect. Drug 1: CC(C)(C#N)C1=CC(=CC(=C1)CN2C=NC=N2)C(C)(C)C#N. Drug 2: C1=NNC2=C1C(=O)NC=N2. Cell line: U251. Synergy scores: CSS=1.18, Synergy_ZIP=-0.338, Synergy_Bliss=-1.99, Synergy_Loewe=-0.648, Synergy_HSA=-1.64.